This data is from Reaction yield outcomes from USPTO patents with 853,638 reactions. The task is: Predict the reaction yield, written as a fraction of the theoretical maximum amount of product (1.0 means a 100% yield; for example, 0.34 means a 34% yield). (1) The reactants are [C:1]([C:3]1[CH:4]=[C:5]2[C:10](=[CH:11][C:12]=1[O:13][C:14]1[CH:39]=[CH:38][C:17]([C:18]([NH:20][C:21]3[CH:30]=[C:29]4[C:24]([CH2:25][CH2:26][N:27]([C:31]([O:33][C:34]([CH3:37])([CH3:36])[CH3:35])=[O:32])[CH2:28]4)=[CH:23][CH:22]=3)=[O:19])=[CH:16][CH:15]=1)[O:9][CH2:8][CH2:7][CH:6]2[C:40]([O:42]C)=[O:41])#[N:2].[OH-].[Na+]. The catalyst is CO.O1CCCC1. The product is [C:34]([O:33][C:31]([N:27]1[CH2:26][CH2:25][C:24]2[C:29](=[CH:30][C:21]([NH:20][C:18]([C:17]3[CH:38]=[CH:39][C:14]([O:13][C:12]4[CH:11]=[C:10]5[C:5]([CH:6]([C:40]([OH:42])=[O:41])[CH2:7][CH2:8][O:9]5)=[CH:4][C:3]=4[C:1]#[N:2])=[CH:15][CH:16]=3)=[O:19])=[CH:22][CH:23]=2)[CH2:28]1)=[O:32])([CH3:37])([CH3:35])[CH3:36]. The yield is 0.490. (2) The reactants are [C:1]([O:5][C:6](=[O:23])[C@@H:7]([CH:20]([CH3:22])[CH3:21])[NH:8][S:9]([C:12]1[CH:17]=[CH:16][C:15]([O:18][CH3:19])=[CH:14][CH:13]=1)(=[O:11])=[O:10])([CH3:4])([CH3:3])[CH3:2].[H-].[Na+].I[CH3:27]. The catalyst is CN(C=O)C.CCOCC. The product is [C:1]([O:5][C:6](=[O:23])[CH:7]([N:8]([S:9]([C:12]1[CH:13]=[CH:14][C:15]([O:18][CH3:19])=[CH:16][CH:17]=1)(=[O:11])=[O:10])[CH3:27])[CH:20]([CH3:21])[CH3:22])([CH3:4])([CH3:3])[CH3:2]. The yield is 0.950. (3) The reactants are [C:1]([C:5]1[CH:10]=[CH:9][C:8]([NH:11][C:12]([NH:14][C@H:15]([CH2:19][CH3:20])[CH2:16][CH2:17][OH:18])=[O:13])=[CH:7][CH:6]=1)([CH3:4])([CH3:3])[CH3:2]. The yield is 0.990. The catalyst is CCOC(C)=O. The product is [C:1]([C:5]1[CH:10]=[CH:9][C:8]([NH:11][C:12]([NH:14][C@H:15]([CH2:19][CH3:20])[CH2:16][CH:17]=[O:18])=[O:13])=[CH:7][CH:6]=1)([CH3:4])([CH3:3])[CH3:2]. (4) The reactants are [F:1][C:2]1[CH:3]=[C:4]([C:8]2[CH:9]=[C:10]([CH2:16][NH:17][C:18]3[C:19]([CH3:33])=[C:20]([CH:29]=[CH:30][C:31]=3[CH3:32])[O:21][CH2:22][C:23]([O:25][CH:26]([CH3:28])[CH3:27])=[O:24])[CH:11]=[C:12]([O:14]C)[CH:13]=2)[CH:5]=[CH:6][CH:7]=1.C(S)C.[Al+3].[Cl-].[Cl-].[Cl-].O. The catalyst is C(Cl)Cl. The product is [F:1][C:2]1[CH:3]=[C:4]([C:8]2[CH:9]=[C:10]([CH2:16][NH:17][C:18]3[C:19]([CH3:33])=[C:20]([CH:29]=[CH:30][C:31]=3[CH3:32])[O:21][CH2:22][C:23]([O:25][CH:26]([CH3:28])[CH3:27])=[O:24])[CH:11]=[C:12]([OH:14])[CH:13]=2)[CH:5]=[CH:6][CH:7]=1. The yield is 0.530. (5) The reactants are [CH3:1][C:2]1([N:8]2[CH2:13][CH2:12][CH:11]([N:14]3[C@@H:18]4[CH2:19][CH2:20][CH2:21][CH2:22][C@H:17]4[NH:16][C:15]3=[O:23])[CH2:10][CH2:9]2)[CH2:7][CH2:6][NH:5][CH2:4][CH2:3]1.C(N(C(C)C)CC)(C)C.Cl[C:34]([O:36][CH:37]([CH3:39])[CH3:38])=[O:35].C([O-])(O)=O.[Na+]. The catalyst is ClCCl. The product is [O:23]=[C:15]1[N:14]([CH:11]2[CH2:12][CH2:13][N:8]([C:2]3([CH3:1])[CH2:7][CH2:6][N:5]([C:34]([O:36][CH:37]([CH3:39])[CH3:38])=[O:35])[CH2:4][CH2:3]3)[CH2:9][CH2:10]2)[C@@H:18]2[CH2:19][CH2:20][CH2:21][CH2:22][C@H:17]2[NH:16]1. The yield is 0.510. (6) The reactants are Br[C:2]1[CH:3]=[CH:4][C:5]2[NH:6][C:7]3[C:12]([C:13]=2[CH:14]=1)=[CH:11][C:10](Br)=[CH:9][CH:8]=3.[C:16]1(B(O)O)[CH:21]=[CH:20][CH:19]=[CH:18][CH:17]=1.C([O-])([O-])=O.[K+].[K+]. The catalyst is C1C=CC([P]([Pd]([P](C2C=CC=CC=2)(C2C=CC=CC=2)C2C=CC=CC=2)([P](C2C=CC=CC=2)(C2C=CC=CC=2)C2C=CC=CC=2)[P](C2C=CC=CC=2)(C2C=CC=CC=2)C2C=CC=CC=2)(C2C=CC=CC=2)C2C=CC=CC=2)=CC=1.C1(C)C=CC=CC=1. The product is [C:16]1([C:2]2[CH:3]=[CH:4][C:5]3[NH:6][C:7]4[C:12]([C:13]=3[CH:14]=2)=[CH:11][C:10]([C:2]2[CH:3]=[CH:4][CH:5]=[CH:13][CH:14]=2)=[CH:9][CH:8]=4)[CH:21]=[CH:20][CH:19]=[CH:18][CH:17]=1. The yield is 0.730.